From a dataset of Experimentally validated miRNA-target interactions with 360,000+ pairs, plus equal number of negative samples. Binary Classification. Given a miRNA mature sequence and a target amino acid sequence, predict their likelihood of interaction. The miRNA is hsa-miR-6077 with sequence GGGAAGAGCUGUACGGCCUUC. The protein sequence of the target gene is MSGSQNNDKRQFLLERLLDAVKQCQIRFGGRKEIASDSDSRVTCLCAQFEAVLQHGLKRSRGLALTAAAIKQAAGFASKTETEPVFWYYVKEVLNKHELQRFYSLRHIASDVGRGRAWLRCALNEHSLERYLHMLLADRCRLSTFYEDWSFVMDEERSSMLPTMAAGLNSILFAINIDNKDLNGQSKFAPTVSDLLKESTQNVTSLLKESTQGVSSLFREITASSAVSILIKPEQETDPLPVVSRNVSADAKCKKERKKKKKVTNIISFDDEEDEQNSGDVFKKTPGAGESSEDNSDRSS.... Result: 1 (interaction).